This data is from Reaction yield outcomes from USPTO patents with 853,638 reactions. The task is: Predict the reaction yield, written as a fraction of the theoretical maximum amount of product (1.0 means a 100% yield; for example, 0.34 means a 34% yield). (1) The reactants are [NH:1]1[C:5]([N:6]2[C:14]3[CH:13]=[CH:12][N:11]=[CH:10][C:9]=3[N:8]=[N:7]2)=[CH:4][CH:3]=[N:2]1.Br[CH2:16][CH2:17][F:18].C([O-])([O-])=O.[Cs+].[Cs+]. The catalyst is CN(C=O)C. The product is [F:18][CH2:17][CH2:16][N:2]1[CH:3]=[CH:4][C:5]([N:6]2[C:14]3[CH:13]=[CH:12][N:11]=[CH:10][C:9]=3[N:8]=[N:7]2)=[N:1]1. The yield is 0.880. (2) The reactants are [Cl-].O[NH3+:3].[C:4](=[O:7])([O-])[OH:5].[Na+].[CH2:9]([C:13]1[N:18]2[N:19]=[CH:20][N:21]=[C:17]2[N:16](COC)[C:15](=[O:25])[C:14]=1[CH2:26][C:27]1[C:32]([F:33])=[CH:31][C:30]([C:34]2[C:35]([C:40]#[N:41])=[CH:36][CH:37]=[CH:38][CH:39]=2)=[CH:29][C:28]=1[F:42])[CH2:10][CH2:11][CH3:12].B(Br)(Br)Br. The catalyst is C(OCC)(=O)C.C(Cl)Cl.O.CS(C)=O. The product is [CH2:9]([C:13]1[N:18]2[N:19]=[CH:20][N:21]=[C:17]2[NH:16][C:15](=[O:25])[C:14]=1[CH2:26][C:27]1[C:32]([F:33])=[CH:31][C:30]([C:34]2[CH:39]=[CH:38][CH:37]=[CH:36][C:35]=2[C:40]2[NH:3][C:4](=[O:7])[O:5][N:41]=2)=[CH:29][C:28]=1[F:42])[CH2:10][CH2:11][CH3:12]. The yield is 0.0700. (3) The reactants are CN1C(CC2C=CN=C(N3CCN([C:20]([O:22]CC4C=CC=CC=4)=[O:21])CC3)C=2)=NC([C:30]2[O:34][N:33]=[C:32]([C:35]3[CH:40]=[CH:39][C:38]([O:41][C:42]([F:45])([F:44])[F:43])=[CH:37][CH:36]=3)[N:31]=2)=N1. The catalyst is CC(O)=O.Br. The product is [CH:20]([OH:22])=[O:21].[F:45][C:42]([F:43])([F:44])[O:41][C:38]1[CH:37]=[CH:36][C:35]([C:32]2[N:31]=[CH:30][O:34][N:33]=2)=[CH:40][CH:39]=1. The yield is 0.610. (4) The reactants are Cl.[Cl:2][C:3]1[CH:4]=[C:5]2[C:9](=[CH:10][CH:11]=1)[NH:8][CH:7]=[C:6]2[CH2:12][CH2:13][NH2:14].[F:15][C:16]1[CH:30]=[CH:29][C:28]([F:31])=[CH:27][C:17]=1[CH2:18][C:19]1[O:23][N:22]=[C:21]([C:24](O)=[O:25])[N:20]=1.CN(C(ON1N=NC2C=CC=NC1=2)=[N+](C)C)C.F[P-](F)(F)(F)(F)F.C(N(CC)C(C)C)(C)C. The catalyst is CN(C=O)C. The product is [Cl:2][C:3]1[CH:4]=[C:5]2[C:9](=[CH:10][CH:11]=1)[NH:8][CH:7]=[C:6]2[CH2:12][CH2:13][NH:14][C:24]([C:21]1[N:20]=[C:19]([CH2:18][C:17]2[CH:27]=[C:28]([F:31])[CH:29]=[CH:30][C:16]=2[F:15])[O:23][N:22]=1)=[O:25]. The yield is 0.120. (5) The reactants are [N:1]([C:4]1[CH:9]=[CH:8][CH:7]=[CH:6][C:5]=1[C:10]1[S:11][CH:12]=[CH:13][CH:14]=1)=[N+]=[N-]. The catalyst is ClC1C=CC=CC=1Cl. The product is [S:11]1[C:10]2[C:5]3[CH:6]=[CH:7][CH:8]=[CH:9][C:4]=3[NH:1][C:14]=2[CH:13]=[CH:12]1. The yield is 0.770.